This data is from Peptide-MHC class I binding affinity with 185,985 pairs from IEDB/IMGT. The task is: Regression. Given a peptide amino acid sequence and an MHC pseudo amino acid sequence, predict their binding affinity value. This is MHC class I binding data. (1) The peptide sequence is EVAQRAYR. The MHC is HLA-A30:02 with pseudo-sequence HLA-A30:02. The binding affinity (normalized) is 0. (2) The peptide sequence is FSIPLDEEFR. The MHC is Mamu-A2201 with pseudo-sequence Mamu-A2201. The binding affinity (normalized) is 0.